From a dataset of NCI-60 drug combinations with 297,098 pairs across 59 cell lines. Regression. Given two drug SMILES strings and cell line genomic features, predict the synergy score measuring deviation from expected non-interaction effect. (1) Drug 1: C1CCN(CC1)CCOC2=CC=C(C=C2)C(=O)C3=C(SC4=C3C=CC(=C4)O)C5=CC=C(C=C5)O. Drug 2: CC1C(C(CC(O1)OC2CC(CC3=C2C(=C4C(=C3O)C(=O)C5=C(C4=O)C(=CC=C5)OC)O)(C(=O)C)O)N)O.Cl. Cell line: U251. Synergy scores: CSS=34.0, Synergy_ZIP=-0.449, Synergy_Bliss=-2.12, Synergy_Loewe=0.190, Synergy_HSA=-0.109. (2) Drug 1: CC1=C(C(=CC=C1)Cl)NC(=O)C2=CN=C(S2)NC3=CC(=NC(=N3)C)N4CCN(CC4)CCO. Drug 2: CCCCC(=O)OCC(=O)C1(CC(C2=C(C1)C(=C3C(=C2O)C(=O)C4=C(C3=O)C=CC=C4OC)O)OC5CC(C(C(O5)C)O)NC(=O)C(F)(F)F)O. Cell line: SK-MEL-5. Synergy scores: CSS=52.6, Synergy_ZIP=7.23, Synergy_Bliss=6.87, Synergy_Loewe=-1.54, Synergy_HSA=-1.55. (3) Drug 1: CC1=C2C(C(=O)C3(C(CC4C(C3C(C(C2(C)C)(CC1OC(=O)C(C(C5=CC=CC=C5)NC(=O)OC(C)(C)C)O)O)OC(=O)C6=CC=CC=C6)(CO4)OC(=O)C)OC)C)OC. Drug 2: N.N.Cl[Pt+2]Cl. Cell line: HCC-2998. Synergy scores: CSS=74.1, Synergy_ZIP=18.4, Synergy_Bliss=16.9, Synergy_Loewe=-19.2, Synergy_HSA=17.4. (4) Drug 1: C1=CC=C(C=C1)NC(=O)CCCCCCC(=O)NO. Synergy scores: CSS=18.3, Synergy_ZIP=-10.2, Synergy_Bliss=-2.61, Synergy_Loewe=-18.7, Synergy_HSA=-2.61. Cell line: UACC62. Drug 2: C1CN(P(=O)(OC1)NCCCl)CCCl. (5) Cell line: SK-OV-3. Drug 2: COC1=NC(=NC2=C1N=CN2C3C(C(C(O3)CO)O)O)N. Drug 1: CC12CCC(CC1=CCC3C2CCC4(C3CC=C4C5=CN=CC=C5)C)O. Synergy scores: CSS=0.0900, Synergy_ZIP=1.34, Synergy_Bliss=3.61, Synergy_Loewe=-0.732, Synergy_HSA=1.08. (6) Drug 1: C1CN1P(=S)(N2CC2)N3CC3. Drug 2: C1=CN(C(=O)N=C1N)C2C(C(C(O2)CO)O)O.Cl. Cell line: HOP-92. Synergy scores: CSS=34.4, Synergy_ZIP=-7.74, Synergy_Bliss=-4.38, Synergy_Loewe=-2.60, Synergy_HSA=1.28. (7) Drug 1: CN(C)C1=NC(=NC(=N1)N(C)C)N(C)C. Drug 2: C1CC(=O)NC(=O)C1N2C(=O)C3=CC=CC=C3C2=O. Cell line: UACC62. Synergy scores: CSS=11.3, Synergy_ZIP=10.6, Synergy_Bliss=15.1, Synergy_Loewe=14.9, Synergy_HSA=14.2. (8) Drug 1: CC12CCC3C(C1CCC2=O)CC(=C)C4=CC(=O)C=CC34C. Drug 2: CC1C(C(CC(O1)OC2CC(CC3=C2C(=C4C(=C3O)C(=O)C5=C(C4=O)C(=CC=C5)OC)O)(C(=O)C)O)N)O.Cl. Cell line: NCI-H322M. Synergy scores: CSS=27.7, Synergy_ZIP=-3.12, Synergy_Bliss=4.67, Synergy_Loewe=4.30, Synergy_HSA=4.65. (9) Drug 1: C1=C(C(=O)NC(=O)N1)N(CCCl)CCCl. Drug 2: C#CCC(CC1=CN=C2C(=N1)C(=NC(=N2)N)N)C3=CC=C(C=C3)C(=O)NC(CCC(=O)O)C(=O)O. Cell line: 786-0. Synergy scores: CSS=32.1, Synergy_ZIP=-10.5, Synergy_Bliss=-20.0, Synergy_Loewe=-33.2, Synergy_HSA=-17.9. (10) Drug 1: CC1=C2C(C(=O)C3(C(CC4C(C3C(C(C2(C)C)(CC1OC(=O)C(C(C5=CC=CC=C5)NC(=O)OC(C)(C)C)O)O)OC(=O)C6=CC=CC=C6)(CO4)OC(=O)C)OC)C)OC. Drug 2: CCN(CC)CCCC(C)NC1=C2C=C(C=CC2=NC3=C1C=CC(=C3)Cl)OC. Cell line: SR. Synergy scores: CSS=69.0, Synergy_ZIP=-8.27, Synergy_Bliss=-13.8, Synergy_Loewe=-14.0, Synergy_HSA=-12.7.